The task is: Predict hERG channel inhibition at various concentrations.. This data is from hERG Central: cardiac toxicity at 1µM, 10µM, and general inhibition. (1) The molecule is CCCOc1ccc(N2C(=O)CC(NCCNc3ccc([N+](=O)[O-])cn3)C2=O)cc1. Results: hERG_inhib (hERG inhibition (general)): blocker. (2) The molecule is O=C(c1ccc(F)cc1)C1CCN(C(=O)Nc2ccc(F)cc2)CC1. Results: hERG_inhib (hERG inhibition (general)): blocker. (3) The drug is COc1ccc2[nH]c(CN3CCC(n4nccc4NC(=O)C4CC4)CC3)c(C)c2c1. Results: hERG_inhib (hERG inhibition (general)): blocker. (4) Results: hERG_inhib (hERG inhibition (general)): blocker. The molecule is COc1ccc(C(NC(=O)CN2CCCCCC2)c2ccc(OC)cc2)cc1.